From a dataset of Full USPTO retrosynthesis dataset with 1.9M reactions from patents (1976-2016). Predict the reactants needed to synthesize the given product. (1) Given the product [Cl:29][C:22]1[CH:21]=[C:20]([C:17]2[CH:18]=[CH:19][N:15]([CH2:14][C@@H:13]([NH:12][C:9]([C:7]3[N:8]=[C:2]4[N:3]([CH:6]=3)[CH:4]=[CH:5][S:1]4)=[O:11])[CH3:30])[N:16]=2)[CH:27]=[C:26]([F:28])[C:23]=1[C:24]#[N:25], predict the reactants needed to synthesize it. The reactants are: [S:1]1[CH:5]=[CH:4][N:3]2[CH:6]=[C:7]([C:9]([OH:11])=O)[N:8]=[C:2]12.[NH2:12][C@@H:13]([CH3:30])[CH2:14][N:15]1[CH:19]=[CH:18][C:17]([C:20]2[CH:27]=[C:26]([F:28])[C:23]([C:24]#[N:25])=[C:22]([Cl:29])[CH:21]=2)=[N:16]1.CN(C=O)C. (2) Given the product [CH2:1]([O:3][C:4]([C:6]1[NH:10][C:9]2[CH:11]=[C:12]([C:22]3[CH:23]=[CH:24][C:19]([O:18][CH:15]([CH3:17])[CH3:16])=[CH:20][CH:21]=3)[S:13][C:8]=2[CH:7]=1)=[O:5])[CH3:2], predict the reactants needed to synthesize it. The reactants are: [CH2:1]([O:3][C:4]([C:6]1[NH:10][C:9]2[CH:11]=[C:12](Br)[S:13][C:8]=2[CH:7]=1)=[O:5])[CH3:2].[CH:15]([O:18][C:19]1[CH:24]=[CH:23][C:22]([Sn](C)(C)C)=[CH:21][CH:20]=1)([CH3:17])[CH3:16].